Dataset: Peptide-MHC class I binding affinity with 185,985 pairs from IEDB/IMGT. Task: Regression. Given a peptide amino acid sequence and an MHC pseudo amino acid sequence, predict their binding affinity value. This is MHC class I binding data. (1) The peptide sequence is AVREATAAF. The MHC is HLA-B15:17 with pseudo-sequence HLA-B15:17. The binding affinity (normalized) is 1.00. (2) The peptide sequence is FQLYSDLAH. The MHC is HLA-B07:02 with pseudo-sequence HLA-B07:02. The binding affinity (normalized) is 0.0847.